From a dataset of Reaction yield outcomes from USPTO patents with 853,638 reactions. Predict the reaction yield, written as a fraction of the theoretical maximum amount of product (1.0 means a 100% yield; for example, 0.34 means a 34% yield). (1) The reactants are ClC(Cl)(Cl)CO[C:5](=[O:28])[NH:6][C:7]1[C:8]([CH3:27])=[C:9]([CH3:26])[C:10]2[O:14][CH2:13][CH:12]([C:15]3[CH:20]=[CH:19][C:18]([CH:21]([CH3:23])[CH3:22])=[CH:17][CH:16]=3)[C:11]=2[C:24]=1[CH3:25].[CH:31]1([NH2:37])[CH2:36][CH2:35][CH2:34][CH2:33][CH2:32]1. No catalyst specified. The product is [CH:31]1([NH:37][C:5]([NH:6][C:7]2[C:8]([CH3:27])=[C:9]([CH3:26])[C:10]3[O:14][CH2:13][CH:12]([C:15]4[CH:16]=[CH:17][C:18]([CH:21]([CH3:23])[CH3:22])=[CH:19][CH:20]=4)[C:11]=3[C:24]=2[CH3:25])=[O:28])[CH2:36][CH2:35][CH2:34][CH2:33][CH2:32]1. The yield is 0.920. (2) The reactants are [CH3:1][O:2][C:3](=[O:24])[C:4]1[CH:9]=[C:8]([N+:10]([O-])=O)[C:7]([C:13]2[C:14]([F:20])=[N:15][CH:16]=[C:17]([CH3:19])[CH:18]=2)=[C:6]([N+:21]([O-])=O)[CH:5]=1. The catalyst is CO.[Pd]. The product is [CH3:1][O:2][C:3](=[O:24])[C:4]1[CH:5]=[C:6]([NH2:21])[C:7]([C:13]2[C:14]([F:20])=[N:15][CH:16]=[C:17]([CH3:19])[CH:18]=2)=[C:8]([NH2:10])[CH:9]=1. The yield is 0.990. (3) The reactants are [F:1][C:2]1[CH:11]=[CH:10][C:5]([NH:6][CH:7]([CH3:9])[CH3:8])=[CH:4][CH:3]=1.[Br:12][C:13]1[CH:20]=[CH:19][C:16]([CH:17]=O)=[CH:15][CH:14]=1.Cl.N(CC(O)=O)C.C(=O)C1C=CC=CC=1. No catalyst specified. The product is [Br:12][C:13]1[CH:20]=[CH:19][C:16]([CH2:17][N:6]([CH:7]([CH3:9])[CH3:8])[C:5]2[CH:10]=[CH:11][C:2]([F:1])=[CH:3][CH:4]=2)=[CH:15][CH:14]=1. The yield is 0.930. (4) The reactants are [OH:1][C:2]1[CH:3]=[C:4]2[C:8](=[C:9]([N:11]([CH3:21])[S:12]([C:15]3[CH:20]=[CH:19][CH:18]=[CH:17][N:16]=3)(=[O:14])=[O:13])[CH:10]=1)[NH:7][C:6]([C:22]1[S:23][CH:24]([CH2:27][N:28]3[CH2:33][CH2:32][S:31][CH2:30][CH2:29]3)[CH2:25][N:26]=1)=[CH:5]2.C(=O)([O-])[O-].[K+].[K+].Br[CH2:41][C:42]([O:44][CH2:45][CH3:46])=[O:43]. The catalyst is CN(C)C=O.C(OCC)(=O)C. The product is [CH2:45]([O:44][C:42](=[O:43])[CH2:41][O:1][C:2]1[CH:3]=[C:4]2[C:8](=[C:9]([N:11]([CH3:21])[S:12]([C:15]3[CH:20]=[CH:19][CH:18]=[CH:17][N:16]=3)(=[O:14])=[O:13])[CH:10]=1)[NH:7][C:6]([C:22]1[S:23][CH:24]([CH2:27][N:28]3[CH2:33][CH2:32][S:31][CH2:30][CH2:29]3)[CH2:25][N:26]=1)=[CH:5]2)[CH3:46]. The yield is 0.760. (5) The reactants are [Br:1][C:2]1[CH:3]=[C:4]([OH:9])[CH:5]=[C:6]([F:8])[CH:7]=1.[CH3:10][C:11]([C@H:14]1[CH2:19][CH2:18][C@@H:17](OS(C)(=O)=O)[CH2:16][CH2:15]1)([CH3:13])[CH2+:12].C([O-])([O-])=O.[Cs+].[Cs+]. The catalyst is CC(O)(C)C. The product is [Br:1][C:2]1[CH:7]=[C:6]([F:8])[CH:5]=[C:4]([O:9][C@H:17]2[CH2:18][CH2:19][C@H:14]([C:11]([CH3:13])([CH3:12])[CH3:10])[CH2:15][CH2:16]2)[CH:3]=1. The yield is 0.510. (6) The reactants are [CH3:1][O:2][C:3]1[CH:4]=[C:5]2[C:10](=[CH:11][CH:12]=1)[CH2:9][NH:8][CH2:7][C:6]2([CH3:14])[CH3:13].[CH:15](O)=[O:16].Cl.CN(C)CCCN=C=NCC. The catalyst is ClCCl.C(Cl)(Cl)Cl. The product is [CH3:1][O:2][C:3]1[CH:4]=[C:5]2[C:10](=[CH:11][CH:12]=1)[CH2:9][N:8]([CH:15]=[O:16])[CH2:7][C:6]2([CH3:14])[CH3:13]. The yield is 0.900.